This data is from Full USPTO retrosynthesis dataset with 1.9M reactions from patents (1976-2016). The task is: Predict the reactants needed to synthesize the given product. (1) Given the product [CH3:1][C:2]1[CH:10]=[CH:9][CH:8]=[CH:7][C:3]=1[C:4]([Cl:13])=[O:5], predict the reactants needed to synthesize it. The reactants are: [CH3:1][C:2]1[CH:10]=[CH:9][CH:8]=[CH:7][C:3]=1[C:4](O)=[O:5].S(Cl)([Cl:13])=O. (2) Given the product [CH:1]([O:4][C:5]1[CH:25]=[CH:24][C:8]([O:9][C:10]2[CH:15]=[C:14]([CH3:16])[C:13]([C:17]3[N:18]=[C:19]([NH:22][C:34](=[O:41])[C:35]4[CH:40]=[CH:39][N:38]=[CH:37][CH:36]=4)[S:20][CH:21]=3)=[C:12]([CH3:23])[CH:11]=2)=[CH:7][CH:6]=1)([CH3:3])[CH3:2], predict the reactants needed to synthesize it. The reactants are: [CH:1]([O:4][C:5]1[CH:25]=[CH:24][C:8]([O:9][C:10]2[CH:15]=[C:14]([CH3:16])[C:13]([C:17]3[N:18]=[C:19]([NH2:22])[S:20][CH:21]=3)=[C:12]([CH3:23])[CH:11]=2)=[CH:7][CH:6]=1)([CH3:3])[CH3:2].C(N(CC)CC)C.Cl.[C:34](Cl)(=[O:41])[C:35]1[CH:40]=[CH:39][N:38]=[CH:37][CH:36]=1. (3) Given the product [C:1]1([C:6]2[O:7][C:8]3[C:9](=[C:11]([C:23]#[N:24])[C:12]([CH3:22])=[C:13]([C:16]4[CH:21]=[CH:20][CH:19]=[CH:18][CH:17]=4)[C:14]=3[N:36]3[CH2:37][CH2:38][C@H:34]([N:33]([CH3:39])[CH3:32])[CH2:35]3)[N:10]=2)[CH2:5][CH2:4][CH2:3][CH:2]=1, predict the reactants needed to synthesize it. The reactants are: [C:1]1([C:6]2[O:7][C:8]3[C:9](=[C:11]([C:23]#[N:24])[C:12]([CH3:22])=[C:13]([C:16]4[CH:21]=[CH:20][CH:19]=[CH:18][CH:17]=4)[C:14]=3F)[N:10]=2)[CH2:5][CH2:4][CH2:3][CH:2]=1.C(N(CC)CC)C.[CH3:32][N:33]([CH3:39])[C@H:34]1[CH2:38][CH2:37][NH:36][CH2:35]1. (4) Given the product [OH:26][CH:13]([C:14]1[C:23]2[C:18](=[CH:19][CH:20]=[C:21]([O:24][CH3:25])[CH:22]=2)[N:17]=[CH:16][CH:15]=1)[CH2:12][CH2:11][C@@H:10]1[CH2:9][CH2:8][NH:7][CH2:6][C@@H:5]1[C:3]([OH:4])=[O:2], predict the reactants needed to synthesize it. The reactants are: C[O:2][C:3]([C@@H:5]1[C@H:10]([CH2:11][CH2:12][C@H:13]([OH:26])[C:14]2[C:23]3[C:18](=[CH:19][CH:20]=[C:21]([O:24][CH3:25])[CH:22]=3)[N:17]=[CH:16][CH:15]=2)[CH2:9][CH2:8][N:7](C(OC(C)(C)C)=O)[CH2:6]1)=[O:4].Cl. (5) Given the product [N:1]1([CH2:6][CH2:7][O:8][C:9]2[CH:14]=[CH:13][C:12]([B:19]3[O:20][C:21]([CH3:23])([CH3:22])[C:17]([CH3:24])([CH3:16])[O:18]3)=[CH:11][CH:10]=2)[CH2:5][CH2:4][CH2:3][CH2:2]1, predict the reactants needed to synthesize it. The reactants are: [N:1]1([CH2:6][CH2:7][O:8][C:9]2[CH:14]=[CH:13][C:12](I)=[CH:11][CH:10]=2)[CH2:5][CH2:4][CH2:3][CH2:2]1.[CH3:16][C:17]1([CH3:24])[C:21]([CH3:23])([CH3:22])[O:20][BH:19][O:18]1. (6) Given the product [C:66]([CH2:65][N:43]([CH2:42][CH2:41][C:39](=[O:40])[NH:38][CH2:37][CH2:36][NH:5][C:3](=[O:4])[CH2:2][I:1])[C:44]([CH2:46][CH2:47][CH2:48][CH2:49][CH2:50][CH2:51][CH2:52][CH2:53][CH2:54][CH2:55][CH2:56][CH2:57][CH2:58][CH2:59][CH2:60][CH2:61][C:62]([OH:64])=[O:63])=[O:45])([OH:68])=[O:67], predict the reactants needed to synthesize it. The reactants are: [I:1][CH2:2][C:3]([NH2:5])=[O:4].[B-](F)(F)(F)F.CN(C(ON1C(=O)CCC1=O)=[N+](C)C)C.CCN(C(C)C)C(C)C.N[CH2:36][CH2:37][NH:38][C:39]([CH2:41][CH2:42][N:43]([CH2:65][C:66]([OH:68])=[O:67])[C:44]([CH2:46][CH2:47][CH2:48][CH2:49][CH2:50][CH2:51][CH2:52][CH2:53][CH2:54][CH2:55][CH2:56][CH2:57][CH2:58][CH2:59][CH2:60][CH2:61][C:62]([OH:64])=[O:63])=[O:45])=[O:40].Cl.